Dataset: Catalyst prediction with 721,799 reactions and 888 catalyst types from USPTO. Task: Predict which catalyst facilitates the given reaction. (1) Reactant: [Cl:1][C:2]1[CH:3]=[C:4](O)[C:5]([O:8]C)=[CH:6][CH:7]=1.[CH:11]1([OH:15])[CH2:14][CH2:13][CH2:12]1.C1(P(C2C=CC=CC=2)C2C=CC=CC=2)C=CC=CC=1.CC(OC(/N=N/C(OC(C)C)=O)=O)C.C(N(CC)CCS)C.CC(C)([O-])C.[Na+]. Product: [Cl:1][C:2]1[CH:3]=[CH:4][C:5]([OH:8])=[C:6]([O:15][CH:11]2[CH2:14][CH2:13][CH2:12]2)[CH:7]=1. The catalyst class is: 49. (2) Reactant: [CH2:1]([O:3][C:4](=[O:27])[CH2:5][N:6]([CH2:20][C:21]1[CH:26]=[CH:25][CH:24]=[CH:23][CH:22]=1)[CH2:7][C:8]1[O:9][CH:10]=[C:11]([C:13]2[CH:18]=[CH:17][C:16](Br)=[CH:15][CH:14]=2)[N:12]=1)[CH3:2].Cl.[CH3:29][NH:30][CH2:31][C:32]1[CH:37]=[CH:36][C:35]([CH:38]([CH2:42][CH2:43][CH3:44])[CH2:39][CH2:40][CH3:41])=[CH:34][CH:33]=1.C1C=CC(P(C2C=CC3C(=CC=CC=3)C=2C2C3C(=CC=CC=3)C=CC=2P(C2C=CC=CC=2)C2C=CC=CC=2)C2C=CC=CC=2)=CC=1.C(=O)([O-])[O-].[Cs+].[Cs+].O1CCN(C2C=CC(N)=CC=2)CC1. Product: [CH2:1]([O:3][C:4](=[O:27])[CH2:5][N:6]([CH2:20][C:21]1[CH:26]=[CH:25][CH:24]=[CH:23][CH:22]=1)[CH2:7][C:8]1[O:9][CH:10]=[C:11]([C:13]2[CH:18]=[CH:17][C:16]([N:30]([CH3:29])[CH2:31][C:32]3[CH:37]=[CH:36][C:35]([CH:38]([CH2:42][CH2:43][CH3:44])[CH2:39][CH2:40][CH3:41])=[CH:34][CH:33]=3)=[CH:15][CH:14]=2)[N:12]=1)[CH3:2]. The catalyst class is: 160. (3) Reactant: [O:1]=[C:2]1[C:7]([C:8]([O:10]C)=[O:9])=[CH:6][C:5]([C:12]([F:15])([F:14])[F:13])=[CH:4][N:3]1[C:16]1[CH:21]=[CH:20][CH:19]=[CH:18][CH:17]=1.C[Si](C)(C)[O-].[Na+]. Product: [O:1]=[C:2]1[C:7]([C:8]([OH:10])=[O:9])=[CH:6][C:5]([C:12]([F:14])([F:13])[F:15])=[CH:4][N:3]1[C:16]1[CH:21]=[CH:20][CH:19]=[CH:18][CH:17]=1. The catalyst class is: 1. (4) Reactant: [C:1]([C:3]1[C:8]([N:9]=[CH:10]N(C)C)=[C:7]([N+:14]([O-])=O)[C:6]([CH3:17])=[C:5]([N+:18]([O-])=O)[CH:4]=1)#[N:2]. Product: [NH2:18][C:5]1[CH:4]=[C:3]([C:1]#[N:2])[C:8]2[N:9]=[CH:10][NH:14][C:7]=2[C:6]=1[CH3:17]. The catalyst class is: 43. (5) Reactant: [CH2:1]([CH:3]([C:6]1[C:7]2[N:8]([CH:13]=[C:14]([CH3:16])[N:15]=2)[N:9]=[C:10]([CH3:12])[CH:11]=1)[CH2:4][CH3:5])[CH3:2].Br[C:18]1[C:19]([C:24]2[CH:29]=[CH:28][CH:27]=[CH:26][CH:25]=2)=[N:20][N:21]([CH3:23])[CH:22]=1.C(=O)([O-])[O-].[Cs+].[Cs+]. Product: [CH3:23][N:21]1[CH:22]=[C:18]([C:13]2[N:8]3[N:9]=[C:10]([CH3:12])[CH:11]=[C:6]([CH:3]([CH2:4][CH3:5])[CH2:1][CH3:2])[C:7]3=[N:15][C:14]=2[CH3:16])[C:19]([C:24]2[CH:25]=[CH:26][CH:27]=[CH:28][CH:29]=2)=[N:20]1. The catalyst class is: 3. (6) Reactant: [NH2:1][C:2]1[CH:7]=[CH:6][N:5]=[CH:4][CH:3]=1.CC(C)([O-])C.[K+].[CH3:14][S:15][C:16]1[C:20]([C:21]#[N:22])=[C:19](SC)[S:18][N:17]=1.[Cl-].[NH4+]. Product: [CH3:14][S:15][C:16]1[C:20]([C:21]#[N:22])=[C:19]([NH:1][C:2]2[CH:7]=[CH:6][N:5]=[CH:4][CH:3]=2)[S:18][N:17]=1. The catalyst class is: 20.